Task: Regression. Given a peptide amino acid sequence and an MHC pseudo amino acid sequence, predict their binding affinity value. This is MHC class I binding data.. Dataset: Peptide-MHC class I binding affinity with 185,985 pairs from IEDB/IMGT (1) The peptide sequence is RMYSPTSI. The MHC is HLA-B07:02 with pseudo-sequence HLA-B07:02. The binding affinity (normalized) is 0.111. (2) The peptide sequence is LPYPQPQLPY. The MHC is HLA-B51:01 with pseudo-sequence HLA-B51:01. The binding affinity (normalized) is 0.795. (3) The peptide sequence is ISLQEVFTM. The MHC is HLA-B51:01 with pseudo-sequence HLA-B51:01. The binding affinity (normalized) is 0.0847.